Dataset: Full USPTO retrosynthesis dataset with 1.9M reactions from patents (1976-2016). Task: Predict the reactants needed to synthesize the given product. (1) The reactants are: F[C:2](F)(F)C(O)=O.[Cl:8][C:9]1[CH:17]=[CH:16][CH:15]=[C:14]2[C:10]=1[CH:11]=[C:12]([C:18]([NH:20][C@@H:21]1[CH2:25][CH2:24][NH:23][CH2:22]1)=[O:19])[NH:13]2.N. Given the product [Cl:8][C:9]1[CH:17]=[CH:16][CH:15]=[C:14]2[C:10]=1[CH:11]=[C:12]([C:18]([NH:20][C@@H:21]1[CH2:25][CH2:24][N:23]([CH3:2])[CH2:22]1)=[O:19])[NH:13]2, predict the reactants needed to synthesize it. (2) Given the product [C:6]1([CH2:5][CH:4]([NH:12][C:13]([C:15]2[CH:16]=[N:17][CH:18]=[CH:19][CH:20]=2)=[O:14])[C:3]([OH:21])=[O:2])[CH:11]=[CH:10][CH:9]=[CH:8][CH:7]=1, predict the reactants needed to synthesize it. The reactants are: C[O:2][C:3](=[O:21])[CH:4]([NH:12][C:13]([C:15]1[CH:16]=[N:17][CH:18]=[CH:19][CH:20]=1)=[O:14])[CH2:5][C:6]1[CH:11]=[CH:10][CH:9]=[CH:8][CH:7]=1.[Li+].[OH-]. (3) Given the product [F:32][C:26]1[CH:27]=[C:28]([F:31])[CH:29]=[CH:30][C:25]=1[O:24][CH:21]1[CH2:20][CH2:19][N:18]([C:13]2[N:14]=[C:15]3[CH2:16][CH2:17][NH:8][CH2:9][C:10]3=[N:11][C:12]=2[NH:33][CH:34]([CH3:36])[CH3:35])[CH2:23][CH2:22]1, predict the reactants needed to synthesize it. The reactants are: C([N:8]1[CH2:17][CH2:16][C:15]2[C:10](=[N:11][C:12]([NH:33][CH:34]([CH3:36])[CH3:35])=[C:13]([N:18]3[CH2:23][CH2:22][CH:21]([O:24][C:25]4[CH:30]=[CH:29][C:28]([F:31])=[CH:27][C:26]=4[F:32])[CH2:20][CH2:19]3)[N:14]=2)[CH2:9]1)C1C=CC=CC=1. (4) Given the product [Cl:15][C:11]1[CH:12]=[C:13]2[C:8](=[CH:9][CH:10]=1)[NH:7][C:6](=[O:16])[C:5]([C@@H:3]([NH:2][C:18]1[N:23]=[C:22]([N:24]([CH:32]([CH3:34])[CH3:33])[S:25]([CH2:28][CH:29]([CH3:30])[CH3:31])(=[O:26])=[O:27])[CH:21]=[CH:20][N:19]=1)[CH3:4])=[CH:14]2, predict the reactants needed to synthesize it. The reactants are: Cl.[NH2:2][C@H:3]([C:5]1[C:6](=[O:16])[NH:7][C:8]2[C:13]([CH:14]=1)=[CH:12][C:11]([Cl:15])=[CH:10][CH:9]=2)[CH3:4].Cl[C:18]1[N:23]=[C:22]([N:24]([CH:32]([CH3:34])[CH3:33])[S:25]([CH2:28][CH:29]([CH3:31])[CH3:30])(=[O:27])=[O:26])[CH:21]=[CH:20][N:19]=1.CCN(C(C)C)C(C)C.O. (5) Given the product [CH:1]1([CH2:4][N:5]2[C:9]3[CH:10]=[C:11]([C:16]([F:18])([F:19])[F:17])[CH:12]=[C:13]([CH:14]([OH:15])[CH3:20])[C:8]=3[N:7]=[CH:6]2)[CH2:3][CH2:2]1, predict the reactants needed to synthesize it. The reactants are: [CH:1]1([CH2:4][N:5]2[C:9]3[CH:10]=[C:11]([C:16]([F:19])([F:18])[F:17])[CH:12]=[C:13]([CH:14]=[O:15])[C:8]=3[N:7]=[CH:6]2)[CH2:3][CH2:2]1.[CH3:20][Mg]Br.[Cl-].[NH4+].